Dataset: Forward reaction prediction with 1.9M reactions from USPTO patents (1976-2016). Task: Predict the product of the given reaction. (1) Given the reactants C(OC([N:8]1[CH2:13][CH2:12][CH:11]([C:14]2[C:18]([S:19][C:20]3[CH:25]=[CH:24][C:23]([Cl:26])=[CH:22][CH:21]=3)=[CH:17][NH:16][N:15]=2)[CH2:10][CH2:9]1)=O)(C)(C)C.[ClH:27], predict the reaction product. The product is: [Cl:26][C:23]1[CH:24]=[CH:25][C:20]([S:19][C:18]2[C:14]([CH:11]3[CH2:12][CH2:13][NH:8][CH2:9][CH2:10]3)=[N:15][NH:16][CH:17]=2)=[CH:21][CH:22]=1.[ClH:27]. (2) Given the reactants [NH2:1][C:2]1[C:7]([C:8]([O:10][CH3:11])=[O:9])=[C:6]([O:12][CH2:13][C@H:14]2[CH2:18][CH2:17][CH2:16][NH:15]2)[C:5]([Br:19])=[CH:4][CH:3]=1.BrC1C(OC[C@@H]2CCCN2C(OC(C)(C)C)=O)=C(C(OC)=O)C(N(C(OC(C)(C)C)=O)C(OC(C)(C)C)=O)=CC=1, predict the reaction product. The product is: [NH2:1][C:2]1[C:7]([C:8]([O:10][CH3:11])=[O:9])=[C:6]([O:12][CH2:13][C@@H:14]2[CH2:18][CH2:17][CH2:16][NH:15]2)[C:5]([Br:19])=[CH:4][CH:3]=1. (3) Given the reactants [CH3:1][O:2][C:3]1[C:8]2[C:9]([CH2:12][O:13][C:14]3[CH:22]=[CH:21][CH:20]=[C:19]4[C:15]=3[CH:16]=[C:17]([C:23](O)=[O:24])[NH:18]4)=[CH:10][O:11][C:7]=2[CH:6]=[C:5]([O:26][CH3:27])[CH:4]=1.[ClH:28].Cl.Cl.[C@H:31]1([CH2:41][N:42]2[CH2:47][CH2:46][CH:45]([NH2:48])[CH2:44][CH2:43]2)[C@@H:40]2[N:35]([CH2:36][CH2:37][CH2:38][CH2:39]2)[CH2:34][CH2:33][CH2:32]1, predict the reaction product. The product is: [ClH:28].[ClH:28].[C@H:31]1([CH2:41][N:42]2[CH2:47][CH2:46][CH:45]([NH:48][C:23]([C:17]3[NH:18][C:19]4[C:15]([CH:16]=3)=[C:14]([O:13][CH2:12][C:9]3[C:8]5[C:3]([O:2][CH3:1])=[CH:4][C:5]([O:26][CH3:27])=[CH:6][C:7]=5[O:11][CH:10]=3)[CH:22]=[CH:21][CH:20]=4)=[O:24])[CH2:44][CH2:43]2)[C@@H:40]2[N:35]([CH2:36][CH2:37][CH2:38][CH2:39]2)[CH2:34][CH2:33][CH2:32]1.